This data is from Catalyst prediction with 721,799 reactions and 888 catalyst types from USPTO. The task is: Predict which catalyst facilitates the given reaction. (1) Reactant: C[O:2][C:3](=[O:37])[CH2:4][O:5][C:6]1[CH:14]=[C:13]2[CH2:15][CH2:16][CH2:17][C:12]2=[C:11]2[C:7]=1[C:8]([C:32](=[O:36])[C:33]([NH2:35])=[O:34])=[C:9]([CH3:31])[N:10]2[CH2:18][C:19]1[CH:24]=[CH:23][CH:22]=[CH:21][C:20]=1[C:25]1[CH:30]=[CH:29][CH:28]=[CH:27][CH:26]=1.[OH-].[Li+]. Product: [NH2:35][C:33](=[O:34])[C:32]([C:8]1[C:7]2[C:11](=[C:12]3[CH2:17][CH2:16][CH2:15][C:13]3=[CH:14][C:6]=2[O:5][CH2:4][C:3]([OH:37])=[O:2])[N:10]([CH2:18][C:19]2[CH:24]=[CH:23][CH:22]=[CH:21][C:20]=2[C:25]2[CH:30]=[CH:29][CH:28]=[CH:27][CH:26]=2)[C:9]=1[CH3:31])=[O:36]. The catalyst class is: 12. (2) Reactant: C(OC(=O)[NH:7][CH2:8][C:9]1[CH:10]=[N:11][CH:12]=[C:13]([C:15]2[CH:16]=[N:17][C:18]3[N:19]([C:25](=[O:27])[NH2:26])[CH2:20][CH2:21][CH2:22][C:23]=3[CH:24]=2)[CH:14]=1)(C)(C)C.FC(F)(F)C(O)=O. Product: [NH2:7][CH2:8][C:9]1[CH:14]=[C:13]([C:15]2[CH:24]=[C:23]3[C:18](=[N:17][CH:16]=2)[N:19]([C:25]([NH2:26])=[O:27])[CH2:20][CH2:21][CH2:22]3)[CH:12]=[N:11][CH:10]=1. The catalyst class is: 2. (3) Reactant: [CH3:1][O:2][C:3]([C:5]1[S:14][C:8]2=[CH:9][N:10]=[C:11](Cl)[CH:12]=[C:7]2[CH:6]=1)=[O:4].[C:15]1([C:22]2[CH:27]=[CH:26][CH:25]=[CH:24][CH:23]=2)[CH:20]=[CH:19][CH:18]=[C:17]([NH2:21])[CH:16]=1.CC1(C)C2C=CC=C(P(C3C=CC=CC=3)C3C=CC=CC=3)C=2OC2C1=CC=CC=2P(C1C=CC=CC=1)C1C=CC=CC=1.C(=O)([O-])[O-].[Cs+].[Cs+]. Product: [CH3:1][O:2][C:3]([C:5]1[S:14][C:8]2=[CH:9][N:10]=[C:11]([NH:21][C:17]3[CH:16]=[C:15]([C:22]4[CH:23]=[CH:24][CH:25]=[CH:26][CH:27]=4)[CH:20]=[CH:19][CH:18]=3)[CH:12]=[C:7]2[CH:6]=1)=[O:4]. The catalyst class is: 62. (4) Reactant: [CH2:1]([O:3][C:4]([C:6]1[N:7]=[C:8]2[C:13]([C:14]([F:17])([F:16])[F:15])=[CH:12][C:11]([C:18]3[CH:22]=[CH:21][O:20][CH:19]=3)=[CH:10][N:9]2[C:23]=1[N+:24]([O-])=O)=[O:5])[CH3:2].[S:27]1[CH:31]=[CH:30][CH:29]=[C:28]1[CH2:32]N. Product: [CH2:1]([O:3][C:4]([C:6]1[N:7]=[C:8]2[C:13]([C:14]([F:17])([F:16])[F:15])=[CH:12][C:11]([C:18]3[CH:22]=[CH:21][O:20][CH:19]=3)=[CH:10][N:9]2[C:23]=1[NH:24][CH2:32][C:28]1[S:27][CH:31]=[CH:30][CH:29]=1)=[O:5])[CH3:2]. The catalyst class is: 37. (5) Reactant: [F:1][C:2]1[CH:3]=[C:4]([NH:8][C:9]2[N:14]=[C:13]([NH:15][CH2:16][CH2:17][CH3:18])[C:12]([C:19]#[C:20][C@@H:21]3[CH2:26][CH2:25][CH2:24][C@H:23]([NH:27][C:28](=[O:40])[C@@H:29]([N:31](C)[C:32](=O)OC(C)(C)C)[CH3:30])[CH2:22]3)=[CH:11][N:10]=2)[CH:5]=[CH:6][CH:7]=1.Cl. Product: [F:1][C:2]1[CH:3]=[C:4]([NH:8][C:9]2[N:14]=[C:13]([NH:15][CH2:16][CH2:17][CH3:18])[C:12]([C:19]#[C:20][C@@H:21]3[CH2:26][CH2:25][CH2:24][C@H:23]([NH:27][C:28](=[O:40])[C@@H:29]([NH:31][CH3:32])[CH3:30])[CH2:22]3)=[CH:11][N:10]=2)[CH:5]=[CH:6][CH:7]=1. The catalyst class is: 12. (6) Reactant: [CH2:1]([N:3]1[CH2:7][CH2:6][CH2:5][C@@H:4]1[C:8]([N:10]([CH2:12][C:13]1[CH:18]=[C:17]([F:19])[CH:16]=[CH:15][C:14]=1[S:20]([NH:23][C:24]1[C:33]([C:34]([O:36]C)=[O:35])=[C:32]2[C:27]([CH:28]3[CH2:38][CH:29]3[CH2:30][O:31]2)=[CH:26][CH:25]=1)(=[O:22])=[O:21])[CH3:11])=[O:9])[CH3:2].O.[OH-].[Li+]. Product: [CH2:1]([N:3]1[CH2:7][CH2:6][CH2:5][C@@H:4]1[C:8]([N:10]([CH2:12][C:13]1[CH:18]=[C:17]([F:19])[CH:16]=[CH:15][C:14]=1[S:20]([NH:23][C:24]1[C:33]([C:34]([OH:36])=[O:35])=[C:32]2[C:27]([CH:28]3[CH2:38][CH:29]3[CH2:30][O:31]2)=[CH:26][CH:25]=1)(=[O:22])=[O:21])[CH3:11])=[O:9])[CH3:2]. The catalyst class is: 38. (7) Reactant: [NH2:1][C:2]1[CH:23]=[CH:22][C:5]([O:6][C:7]2[CH:8]=[CH:9][C:10]3[N:11]([CH:13]=[C:14]([NH:16][C:17]([CH:19]4[CH2:21][CH2:20]4)=[O:18])[N:15]=3)[CH:12]=2)=[C:4]([F:24])[CH:3]=1.[Br:25][C:26]1[CH:31]=[C:30]([F:32])[CH:29]=[CH:28][C:27]=1[N:33]1[C:38]([CH3:39])=[CH:37][CH:36]=[C:35]([C:40](O)=[O:41])[C:34]1=[O:43].CN(C(ON1N=NC2C=CC=NC1=2)=[N+](C)C)C.F[P-](F)(F)(F)(F)F.C(N(CC)C(C)C)(C)C. Product: [Br:25][C:26]1[CH:31]=[C:30]([F:32])[CH:29]=[CH:28][C:27]=1[N:33]1[C:38]([CH3:39])=[CH:37][CH:36]=[C:35]([C:40]([NH:1][C:2]2[CH:23]=[CH:22][C:5]([O:6][C:7]3[CH:8]=[CH:9][C:10]4[N:11]([CH:13]=[C:14]([NH:16][C:17]([CH:19]5[CH2:21][CH2:20]5)=[O:18])[N:15]=4)[CH:12]=3)=[C:4]([F:24])[CH:3]=2)=[O:41])[C:34]1=[O:43]. The catalyst class is: 9.